Dataset: Forward reaction prediction with 1.9M reactions from USPTO patents (1976-2016). Task: Predict the product of the given reaction. (1) The product is: [F:27][C:28]1[CH:33]=[CH:32][C:31]([N:34]2[CH:38]=[C:37]([C:39]3[N:47]=[C:42]4[CH:43]=[CH:44][CH:45]=[CH:46][N:41]4[N:40]=3)[CH:36]=[N:35]2)=[CH:30][CH:29]=1.[C:48]([O:52][C:53]([N:55]1[CH2:60][CH2:59][CH:58]([C:61]2[CH:66]=[CH:65][C:64]([NH:67][C:9]3[N:10]=[C:3]4[C:2]([C:22]5[CH:21]=[N:20][N:19]([C:16]6[CH:17]=[CH:18][C:13]([F:12])=[CH:14][CH:15]=6)[CH:23]=5)=[CH:7][CH:6]=[CH:5][N:4]4[N:8]=3)=[CH:63][CH:62]=2)[CH2:57][CH2:56]1)=[O:54])([CH3:51])([CH3:49])[CH3:50]. Given the reactants Br[C:2]1[C:3]2[N:4]([N:8]=[C:9](Cl)[N:10]=2)[CH:5]=[CH:6][CH:7]=1.[F:12][C:13]1[CH:18]=[CH:17][C:16]([N:19]2[CH:23]=[C:22](B(O)O)[CH:21]=[N:20]2)=[CH:15][CH:14]=1.[F:27][C:28]1[CH:33]=[CH:32][C:31]([N:34]2[CH:38]=[C:37]([C:39]3[N:47]=[C:42]4[CH:43]=[CH:44][CH:45]=[CH:46][N:41]4[N:40]=3)[CH:36]=[N:35]2)=[CH:30][CH:29]=1.[C:48]([O:52][C:53]([N:55]1[CH2:60][CH2:59][CH:58]([C:61]2[CH:66]=[CH:65][C:64]([NH2:67])=[CH:63][CH:62]=2)[CH2:57][CH2:56]1)=[O:54])([CH3:51])([CH3:50])[CH3:49].C1(P(C2CCCCC2)C2C=CC=CC=2C2C=CC=CC=2P(C2CCCCC2)C2CCCCC2)CCCCC1, predict the reaction product. (2) Given the reactants [CH3:1][N:2]([CH3:19])[C:3]([C:5]1[CH:6]=[C:7]([O:15]CC=C)[C:8]2[N:9]([CH:11]=[C:12]([CH3:14])[N:13]=2)[CH:10]=1)=[O:4].[CH3:20][C:21]([CH3:23])=O, predict the reaction product. The product is: [CH3:19][N:2]([CH3:1])[C:3]([C:5]1[C:6]([CH2:23][CH:21]=[CH2:20])=[C:7]([OH:15])[C:8]2[N:9]([CH:11]=[C:12]([CH3:14])[N:13]=2)[CH:10]=1)=[O:4]. (3) Given the reactants [F:1][C:2]1[CH:11]=[CH:10][C:5]([C:6]([O:8][CH3:9])=[O:7])=[C:4]([O:12][CH3:13])[CH:3]=1.[N+:14]([O-])([O-:16])=[O:15].[K+], predict the reaction product. The product is: [F:1][C:2]1[C:11]([N+:14]([O-:16])=[O:15])=[CH:10][C:5]([C:6]([O:8][CH3:9])=[O:7])=[C:4]([O:12][CH3:13])[CH:3]=1. (4) Given the reactants Br[C:2]1[CH:3]=[C:4]([CH:17]=[C:18]([CH:20]=[O:21])[CH:19]=1)[CH2:5][N:6]([CH:14]1[CH2:16][CH2:15]1)[C:7](=[O:13])[O:8][C:9]([CH3:12])([CH3:11])[CH3:10].CC1(C)C(C)(C)OB(/[CH:30]=[CH:31]/[CH2:32][O:33][CH3:34])O1.C([O-])([O-])=O.[Na+].[Na+], predict the reaction product. The product is: [CH:14]1([N:6]([CH2:5][C:4]2[CH:3]=[C:2](/[CH:30]=[CH:31]/[CH2:32][O:33][CH3:34])[CH:19]=[C:18]([CH:20]=[O:21])[CH:17]=2)[C:7](=[O:13])[O:8][C:9]([CH3:12])([CH3:11])[CH3:10])[CH2:16][CH2:15]1. (5) Given the reactants [C:1]([C:3]1[CH:4]=[C:5]([C:13]2[S:14][C:15]([C:18]3[C:19]([CH2:31][CH3:32])=[C:20]([CH2:24][CH2:25][C:26](OCC)=[O:27])[CH:21]=[CH:22][CH:23]=3)=[CH:16][N:17]=2)[CH:6]=[CH:7][C:8]=1[O:9][CH:10]([CH3:12])[CH3:11])#[N:2].CC(C[AlH]CC(C)C)C, predict the reaction product. The product is: [CH2:31]([C:19]1[C:20]([CH2:24][CH2:25][CH:26]=[O:27])=[CH:21][CH:22]=[CH:23][C:18]=1[C:15]1[S:14][C:13]([C:5]2[CH:6]=[CH:7][C:8]([O:9][CH:10]([CH3:11])[CH3:12])=[C:3]([CH:4]=2)[C:1]#[N:2])=[N:17][CH:16]=1)[CH3:32].